Dataset: Forward reaction prediction with 1.9M reactions from USPTO patents (1976-2016). Task: Predict the product of the given reaction. (1) Given the reactants CO.[O:3]=[C:4]([N:18]1[CH2:23][CH2:22][N:21]2[C:24]([C:27]([F:30])([F:29])[F:28])=[N:25][N:26]=[C:20]2[CH2:19]1)[CH2:5][CH:6]([NH2:17])[CH2:7][C:8]1[CH:13]=[C:12]([F:14])[C:11]([F:15])=[CH:10][C:9]=1[F:16].[C:31]1([CH3:54])[CH:36]=[CH:35][C:34]([C@@:37]([C:51]([OH:53])=[O:52])([OH:50])[C@@:38]([C:43]2[CH:48]=[CH:47][C:46]([CH3:49])=[CH:45][CH:44]=2)([OH:42])[C:39]([OH:41])=[O:40])=[CH:33][CH:32]=1, predict the reaction product. The product is: [CH:13]1[C:8]([CH2:7][C@@H:6]([NH2:17])[CH2:5][C:4]([N:18]2[CH2:19][C:20]3=[N:26][N:25]=[C:24]([C:27]([F:30])([F:29])[F:28])[N:21]3[CH2:22][CH2:23]2)=[O:3])=[C:9]([F:16])[CH:10]=[C:11]([F:15])[C:12]=1[F:14].[C:31]1([CH3:54])[CH:36]=[CH:35][C:34]([C@@:37]([C:51]([O-:53])=[O:52])([OH:50])[C@@:38]([C:43]2[CH:48]=[CH:47][C:46]([CH3:49])=[CH:45][CH:44]=2)([OH:42])[C:39]([O-:41])=[O:40])=[CH:33][CH:32]=1. (2) Given the reactants Br[C:2]1[CH:3]=[CH:4][C:5]2[C:6]([CH3:17])([CH3:16])[C:7]3[C:12]([C:13]=2[CH:14]=1)=[CH:11][C:10]([Br:15])=[CH:9][CH:8]=3.[C:18]1([C:27]2[CH:32]=[CH:31][CH:30]=[CH:29][CH:28]=2)[CH:23]=[CH:22][CH:21]=[CH:20][C:19]=1B(O)O.C([O-])([O-])=O.[Na+].[Na+].CCO, predict the reaction product. The product is: [C:18]1([C:27]2[CH:28]=[CH:29][CH:30]=[CH:31][CH:32]=2)[CH:23]=[CH:22][CH:21]=[CH:20][C:19]=1[C:2]1[CH:3]=[CH:4][C:5]2[C:6]([CH3:16])([CH3:17])[C:7]3[C:12]([C:13]=2[CH:14]=1)=[CH:11][C:10]([Br:15])=[CH:9][CH:8]=3. (3) Given the reactants [F:1][C:2]1[CH:7]=[CH:6][C:5]([S:8][CH2:9][CH2:10][CH2:11][C:12]([OH:14])=O)=[CH:4][CH:3]=1.OC1C=CC(SCCC[C:26]([N:28]([CH2:30][C:31]2[CH:36]=[CH:35][CH:34]=[CH:33][C:32]=2[O:37][CH:38]([CH3:40])[CH3:39])C)=O)=CC=1, predict the reaction product. The product is: [F:1][C:2]1[CH:3]=[CH:4][C:5]([S:8][CH2:9][CH2:10][CH2:11][C:12]([N:28]([CH2:30][C:31]2[CH:36]=[CH:35][CH:34]=[CH:33][C:32]=2[O:37][CH:38]([CH3:40])[CH3:39])[CH3:26])=[O:14])=[CH:6][CH:7]=1. (4) Given the reactants C([O:8][N:9]([CH2:12][C@@H:13]([CH2:17][CH:18]1[CH2:22][CH2:21][CH2:20][CH2:19]1)[C:14]([OH:16])=O)[CH:10]=[O:11])C1C=CC=CC=1.[NH:23]1[CH2:27][CH2:26][CH2:25][C@H:24]1[C:28]1[O:29][C:30]2[CH:40]=[C:39]3[C:34]([CH:35]=[CH:36][CH:37]=[CH:38]3)=[CH:33][C:31]=2[N:32]=1, predict the reaction product. The product is: [CH:18]1([CH2:17][C@@H:13]([C:14]([N:23]2[CH2:27][CH2:26][CH2:25][C@H:24]2[C:28]2[O:29][C:30]3[CH:40]=[C:39]4[C:34]([CH:35]=[CH:36][CH:37]=[CH:38]4)=[CH:33][C:31]=3[N:32]=2)=[O:16])[CH2:12][N:9]([OH:8])[CH:10]=[O:11])[CH2:19][CH2:20][CH2:21][CH2:22]1. (5) The product is: [NH2:12][C:7]1[CH:8]=[CH:9][CH:10]=[CH:11][C:6]=1[CH2:5][NH:4][C:3]1[CH:15]=[CH:16][CH:17]=[CH:18][C:2]=1[F:1]. Given the reactants [F:1][C:2]1[CH:18]=[CH:17][CH:16]=[CH:15][C:3]=1[NH:4][CH2:5][C:6]1[CH:11]=[CH:10][CH:9]=[CH:8][C:7]=1[N+:12]([O-])=O.[Cl-].[NH4+], predict the reaction product. (6) Given the reactants [Cl:1][C:2]1[CH:15]=[C:14]([F:16])[C:13]([N:17]2[C:22](=[O:23])[CH:21]=[C:20]([C:24]([F:27])([F:26])[F:25])[N:19]([CH3:28])[C:18]2=[O:29])=[CH:12][C:3]=1[O:4][C:5]1[CH:10]=[CH:9][CH:8]=[CH:7][C:6]=1[OH:11].C(=O)([O-])[O-].[K+].[K+].Cl[CH2:37][C:38]([O:40][C:41]([CH3:44])([CH3:43])[CH3:42])=[O:39].[Cl-].[Na+], predict the reaction product. The product is: [Cl:1][C:2]1[CH:15]=[C:14]([F:16])[C:13]([N:17]2[C:22](=[O:23])[CH:21]=[C:20]([C:24]([F:25])([F:26])[F:27])[N:19]([CH3:28])[C:18]2=[O:29])=[CH:12][C:3]=1[O:4][C:5]1[CH:10]=[CH:9][CH:8]=[CH:7][C:6]=1[O:11][CH2:37][C:38]([O:40][C:41]([CH3:44])([CH3:43])[CH3:42])=[O:39]. (7) Given the reactants [CH2:1]([NH:8][C:9]([C:11]1[C:15]2[CH2:16][CH2:17][C:18]3[CH:19]=[N:20][C:21]([NH:24][C:25]4[CH:30]=[CH:29][C:28]([N:31]5[CH2:36][CH2:35][N:34]([CH3:37])[CH2:33][CH2:32]5)=[CH:27][CH:26]=4)=[N:22][C:23]=3[C:14]=2[N:13]([CH3:38])[N:12]=1)=[O:10])[C:2]1[CH:7]=[CH:6][CH:5]=[CH:4][CH:3]=1.ClC1C=C(C(OO)=[O:47])C=CC=1.C([O-])(O)=O.[Na+], predict the reaction product. The product is: [CH2:1]([NH:8][C:9]([C:11]1[C:15]2[CH2:16][CH2:17][C:18]3[CH:19]=[N:20][C:21]([NH:24][C:25]4[CH:26]=[CH:27][C:28]([N:31]5[CH2:32][CH2:33][N+:34]([CH3:37])([O-:47])[CH2:35][CH2:36]5)=[CH:29][CH:30]=4)=[N:22][C:23]=3[C:14]=2[N:13]([CH3:38])[N:12]=1)=[O:10])[C:2]1[CH:3]=[CH:4][CH:5]=[CH:6][CH:7]=1.